Task: Predict the reactants needed to synthesize the given product.. Dataset: Full USPTO retrosynthesis dataset with 1.9M reactions from patents (1976-2016) (1) The reactants are: [F:1][C:2]1[CH:7]=[CH:6][C:5]([N:8]2[C:12](B(O)O)=[CH:11][C:10]([C:16]([F:19])([F:18])[F:17])=[N:9]2)=[C:4]([CH3:20])[CH:3]=1.Br[C:22]1[CH:23]=[C:24]([CH3:33])[C:25]2[O:26][CH2:27][C:28](=[O:32])[NH:29][C:30]=2[N:31]=1.CC([O-])=O.[K+]. Given the product [F:1][C:2]1[CH:7]=[CH:6][C:5]([N:8]2[C:12]([C:22]3[CH:23]=[C:24]([CH3:33])[C:25]4[O:26][CH2:27][C:28](=[O:32])[NH:29][C:30]=4[N:31]=3)=[CH:11][C:10]([C:16]([F:19])([F:18])[F:17])=[N:9]2)=[C:4]([CH3:20])[CH:3]=1, predict the reactants needed to synthesize it. (2) Given the product [I:21][C:22]1[C:30]2[C:25](=[CH:26][N:27]=[CH:28][CH:29]=2)[N:24]([CH2:31][C:32]2[CH:33]=[CH:34][C:35]([O:38][C:39](=[O:41])[CH3:40])=[CH:36][CH:37]=2)[CH:23]=1.[I:21][C:22]1[C:30]2[C:25](=[CH:26][N:27]=[CH:28][CH:29]=2)[N:24]([CH2:31][C:32]2[CH:37]=[CH:36][C:35]([OH:38])=[CH:34][CH:33]=2)[CH:23]=1, predict the reactants needed to synthesize it. The reactants are: ClCC1C=CC(OC(=O)C)=CC=1.C(Br)C1C=CC=CC=1.[I:21][C:22]1[C:30]2[C:25](=[CH:26][N:27]=[CH:28][CH:29]=2)[N:24]([CH2:31][C:32]2[CH:37]=[CH:36][C:35]([O:38][C:39](=[O:41])[CH3:40])=[CH:34][CH:33]=2)[CH:23]=1.[Li+].[OH-]. (3) Given the product [OH:17][CH2:14][C:21]1[CH:20]=[CH:7][C:6]([C:5]2[CH:6]=[CH:7][C:8]([O:11][CH2:12][CH3:13])=[N:9][CH:10]=2)=[CH:5][CH:10]=1, predict the reactants needed to synthesize it. The reactants are: B(O)O.Br[C:5]1[CH:6]=[CH:7][C:8]([O:11][CH2:12][CH3:13])=[N:9][CH:10]=1.[C:14](=[O:17])([O-])[O-].[Na+].[Na+].[CH2:20](O)[CH3:21]. (4) Given the product [F:8][C:4]1[CH:5]=[CH:6][CH:7]=[C:2]([F:1])[C:3]=1[N:9]1[C:46]([CH3:47])([OH:48])[CH2:45][S:11]/[C:10]/1=[N:12]/[N:13]=[CH:14]\[C:15]1[CH:20]=[CH:19][C:18]([C:21]2[N:25]=[CH:24][N:23]([C:26]3[CH:31]=[CH:30][C:29]([O:32][C:33]([F:35])([F:34])[F:36])=[CH:28][CH:27]=3)[N:22]=2)=[CH:17][CH:16]=1, predict the reactants needed to synthesize it. The reactants are: [F:1][C:2]1[CH:7]=[CH:6][CH:5]=[C:4]([F:8])[C:3]=1[NH:9][C:10]([NH:12]/[N:13]=[CH:14]/[C:15]1[CH:20]=[CH:19][C:18]([C:21]2[N:25]=[CH:24][N:23]([C:26]3[CH:31]=[CH:30][C:29]([O:32][C:33]([F:36])([F:35])[F:34])=[CH:28][CH:27]=3)[N:22]=2)=[CH:17][CH:16]=1)=[S:11].C(N(CC)CC)C.Cl[CH2:45][C:46](=[O:48])[CH3:47].O.